This data is from Full USPTO retrosynthesis dataset with 1.9M reactions from patents (1976-2016). The task is: Predict the reactants needed to synthesize the given product. (1) Given the product [CH3:42][O:1][CH2:2][CH:3]([CH3:37])[O:4][C:5]1[CH:10]=[CH:9][C:8]([N:11]2[C:16](=[O:17])[C:15]([CH2:18][C:19]3[CH:24]=[CH:23][C:22]([C:25]4[C:26]([C:31]#[N:32])=[CH:27][CH:28]=[CH:29][CH:30]=4)=[CH:21][CH:20]=3)=[C:14]([CH2:33][CH2:34][CH3:35])[N:13]=[C:12]2[CH3:36])=[CH:7][CH:6]=1, predict the reactants needed to synthesize it. The reactants are: [OH:1][CH2:2][CH:3]([CH3:37])[O:4][C:5]1[CH:10]=[CH:9][C:8]([N:11]2[C:16](=[O:17])[C:15]([CH2:18][C:19]3[CH:24]=[CH:23][C:22]([C:25]4[C:26]([C:31]#[N:32])=[CH:27][CH:28]=[CH:29][CH:30]=4)=[CH:21][CH:20]=3)=[C:14]([CH2:33][CH2:34][CH3:35])[N:13]=[C:12]2[CH3:36])=[CH:7][CH:6]=1.[H-].[Na+].CI.[C:42](OCC)(=O)C. (2) Given the product [CH3:20][C:21]1[CH:26]=[CH:25][CH:24]=[C:23]([CH3:27])[C:22]=1[C:2]1[CH:18]=[C:17]([CH3:19])[C:5]2[N:6]=[C:7]([NH:10][C:11]3[CH:16]=[CH:15][CH:14]=[CH:13][CH:12]=3)[N:8]=[N:9][C:4]=2[CH:3]=1, predict the reactants needed to synthesize it. The reactants are: Br[C:2]1[CH:18]=[C:17]([CH3:19])[C:5]2[N:6]=[C:7]([NH:10][C:11]3[CH:16]=[CH:15][CH:14]=[CH:13][CH:12]=3)[N:8]=[N:9][C:4]=2[CH:3]=1.[CH3:20][C:21]1[CH:26]=[CH:25][CH:24]=[C:23]([CH3:27])[C:22]=1B(O)O.C(=O)([O-])[O-].[K+].[K+].C1(P(C2C=CC=CC=2)C2C=CC=CC=2)C=CC=CC=1.